This data is from Catalyst prediction with 721,799 reactions and 888 catalyst types from USPTO. The task is: Predict which catalyst facilitates the given reaction. (1) Reactant: [C:1]1(C)C=CC=CC=1.C(O)C.C(OB(C=C)OCCCC)CCC.[F:24][C:25]1([F:54])[CH2:53][CH:28]2[CH:29]([C:43]3[CH:48]=[CH:47][C:46]([O:49][CH2:50][O:51][CH3:52])=[CH:45][CH:44]=3)[O:30][C:31]3[C:36]([CH:27]2[CH2:26]1)=[CH:35][C:34]([O:37][CH2:38][O:39][CH3:40])=[CH:33][C:32]=3[C:41]#N. Product: [F:24][C:25]1([F:54])[CH2:53][CH:28]2[CH:29]([C:43]3[CH:48]=[CH:47][C:46]([O:49][CH2:50][O:51][CH3:52])=[CH:45][CH:44]=3)[O:30][C:31]3[C:32]([CH:41]=[CH2:1])=[CH:33][C:34]([O:37][CH2:38][O:39][CH3:40])=[CH:35][C:36]=3[CH:27]2[CH2:26]1. The catalyst class is: 518. (2) Reactant: [Cl:1][C:2]1[CH:3]=[C:4]([OH:13])[CH:5]=[CH:6][C:7]=1[O:8][C:9]([F:12])([F:11])[F:10].[Cl:14][C:15]1[C:16](F)=[CH:17][C:18]([F:28])=[C:19]([CH:27]=1)[C:20]([O:22][C:23]([CH3:26])([CH3:25])[CH3:24])=[O:21].C(=O)([O-])[O-].[K+].[K+].O. Product: [Cl:14][C:15]1[C:16]([O:13][C:4]2[CH:5]=[CH:6][C:7]([O:8][C:9]([F:11])([F:12])[F:10])=[C:2]([Cl:1])[CH:3]=2)=[CH:17][C:18]([F:28])=[C:19]([CH:27]=1)[C:20]([O:22][C:23]([CH3:24])([CH3:25])[CH3:26])=[O:21]. The catalyst class is: 16. (3) Reactant: CN.[O:3]1[CH2:7][CH2:6][C@H:5]([O:8][C:9](=[O:51])[NH:10][C@H:11]([C@H:19]([O:46][P:47]([OH:50])([OH:49])=[O:48])[CH2:20][N:21]([CH2:42][CH:43]([CH3:45])[CH3:44])[S:22]([C:25]2[CH:30]=[CH:29][C:28]([N:31]3C(=O)C4C(=CC=CC=4)C3=O)=[CH:27][CH:26]=2)(=[O:24])=[O:23])[CH2:12][C:13]2[CH:18]=[CH:17][CH:16]=[CH:15][CH:14]=2)[CH2:4]1. Product: [CH3:45][CH:43]([CH2:42][N:21]([S:22]([C:25]1[CH:26]=[CH:27][C:28]([NH2:31])=[CH:29][CH:30]=1)(=[O:23])=[O:24])[CH2:20][C@@H:19]([O:46][P:47]([OH:49])([OH:50])=[O:48])[C@@H:11]([NH:10][C:9]([O:8][C@@H:5]1[CH2:4][O:3][CH2:7][CH2:6]1)=[O:51])[CH2:12][C:13]1[CH:14]=[CH:15][CH:16]=[CH:17][CH:18]=1)[CH3:44]. The catalyst class is: 5. (4) Reactant: [C:1]1(=[CH:4][C:5]2[C:13]3[C:8](=[CH:9][CH:10]=[CH:11][CH:12]=3)[N:7]([CH2:14][C:15]3[CH:20]=[CH:19][CH:18]=[C:17]([C:21]([F:24])([F:23])[F:22])[CH:16]=3)[C:6]=2[C:25]([O:27]CC)=[O:26])[CH2:3][CH2:2]1.[OH-].[Na+]. Product: [C:1]1(=[CH:4][C:5]2[C:13]3[C:8](=[CH:9][CH:10]=[CH:11][CH:12]=3)[N:7]([CH2:14][C:15]3[CH:20]=[CH:19][CH:18]=[C:17]([C:21]([F:23])([F:24])[F:22])[CH:16]=3)[C:6]=2[C:25]([OH:27])=[O:26])[CH2:3][CH2:2]1. The catalyst class is: 7. (5) Product: [C:1]1(=[N:7][O:8][C:10]2[N:12]=[C:13]([O:8][N:7]=[C:1]3[CH2:6][CH2:5][CH2:4][CH2:3][CH2:2]3)[N:15]=[C:16]([O:8][N:7]=[C:1]3[CH2:6][CH2:5][CH2:4][CH2:3][CH2:2]3)[N:9]=2)[CH2:6][CH2:5][CH2:4][CH2:3][CH2:2]1. Reactant: [C:1]1(=[N:7][OH:8])[CH2:6][CH2:5][CH2:4][CH2:3][CH2:2]1.[N:9]1[C:16](Cl)=[N:15][C:13](Cl)=[N:12][C:10]=1Cl. The catalyst class is: 17. (6) Reactant: [I:1][C:2]1[CH:10]=[C:6]([C:7](O)=[O:8])[C:5]([NH2:11])=[CH:4][CH:3]=1.C([O-])([O-])OC.C([O-])(=O)C.[NH4+:21].[CH3:22]O. The catalyst class is: 6. Product: [I:1][C:2]1[CH:10]=[C:6]2[C:5](=[CH:4][CH:3]=1)[N:11]=[CH:22][NH:21][C:7]2=[O:8]. (7) Reactant: [C:1](OC(=O)C)(=[O:3])[CH3:2].[NH2:8][C@@H:9]1[CH2:13][CH2:12][C@H:11]([C:14]([NH:16][C:17]2[CH:22]=[C:21]([C:23]3[CH:28]=[CH:27][C:26]([F:29])=[CH:25][C:24]=3[O:30][CH3:31])N=[CH:19][N:18]=2)=[O:15])[CH2:10]1.[CH3:32]C(O)=O.O. Product: [C:1]([NH:8][C@@H:9]1[CH2:13][CH2:12][C@H:11]([C:14]([NH:16][C:17]2[CH:22]=[C:21]([C:23]3[CH:28]=[CH:27][C:26]([F:29])=[CH:25][C:24]=3[O:30][CH3:31])[CH:32]=[CH:19][N:18]=2)=[O:15])[CH2:10]1)(=[O:3])[CH3:2]. The catalyst class is: 2.